Dataset: Cav3 T-type calcium channel HTS with 100,875 compounds. Task: Binary Classification. Given a drug SMILES string, predict its activity (active/inactive) in a high-throughput screening assay against a specified biological target. (1) The drug is Clc1cc(NC(=O)c2sccc2)c(N2CCCCC2)cc1. The result is 0 (inactive). (2) The compound is s1c(C(=O)NC(=S)Nc2nc(ccc2)C)ccc1. The result is 0 (inactive).